This data is from Full USPTO retrosynthesis dataset with 1.9M reactions from patents (1976-2016). The task is: Predict the reactants needed to synthesize the given product. (1) Given the product [CH3:6][O:5][C:3](=[O:4])[CH2:2][O:7][C:8]1[CH:9]=[CH:10][CH:11]=[C:12]2[C:17]=1[NH:16][C:15](=[O:18])[CH:14]=[CH:13]2, predict the reactants needed to synthesize it. The reactants are: Br[CH2:2][C:3]([O:5][CH3:6])=[O:4].[OH:7][C:8]1[CH:9]=[CH:10][CH:11]=[C:12]2[C:17]=1[NH:16][C:15](=[O:18])[CH:14]=[CH:13]2.C([O-])([O-])=O.[K+].[K+]. (2) Given the product [NH2:1][C:6]1[N:7]=[C:8]([NH:13][C:14]2[CH:19]=[CH:18][CH:17]=[CH:16][CH:15]=2)[S:9][C:10]=1[CH:11]=[O:12], predict the reactants needed to synthesize it. The reactants are: [N-:1]=[N+]=[N-].[Na+].Cl[C:6]1[N:7]=[C:8]([NH:13][C:14]2[CH:19]=[CH:18][CH:17]=[CH:16][CH:15]=2)[S:9][C:10]=1[CH:11]=[O:12].O.[SH-].[Na+]. (3) Given the product [CH3:26][C:27]1[CH:31]=[C:30]([CH3:32])[N:29]([C:2]2[N:11]=[C:10]([NH:13][C:14]3[CH:15]=[CH:16][C:17]([N:20]4[CH2:25][CH2:24][O:23][CH2:22][CH2:21]4)=[CH:18][CH:19]=3)[C:9]3[C:4](=[CH:5][CH:6]=[CH:7][CH:8]=3)[N:3]=2)[N:28]=1, predict the reactants needed to synthesize it. The reactants are: Cl[C:2]1[N:11]=[C:10](Cl)[C:9]2[C:4](=[CH:5][CH:6]=[CH:7][CH:8]=2)[N:3]=1.[NH2:13][C:14]1[CH:19]=[CH:18][C:17]([N:20]2[CH2:25][CH2:24][O:23][CH2:22][CH2:21]2)=[CH:16][CH:15]=1.[CH3:26][C:27]1[CH:31]=[C:30]([CH3:32])[NH:29][N:28]=1.